From a dataset of Full USPTO retrosynthesis dataset with 1.9M reactions from patents (1976-2016). Predict the reactants needed to synthesize the given product. (1) Given the product [CH3:11][O:12][C:13]([C:15]1[CH:16]=[CH:17][C:18]([CH2:19][CH:20]([CH2:33][CH2:34][C:35]2[CH:36]=[CH:37][C:38]([C:41]([O:43][CH3:44])=[O:42])=[CH:39][CH:40]=2)[C:21]([OH:23])=[O:22])=[CH:45][CH:46]=1)=[O:14], predict the reactants needed to synthesize it. The reactants are: C(N(CC)CC)C.C(O)=O.[CH3:11][O:12][C:13]([C:15]1[CH:46]=[CH:45][C:18]([CH2:19][C:20]([CH2:33][CH2:34][C:35]2[CH:40]=[CH:39][C:38]([C:41]([O:43][CH3:44])=[O:42])=[CH:37][CH:36]=2)(C(OCC=C)=O)[C:21]([O:23]CC=C)=[O:22])=[CH:17][CH:16]=1)=[O:14].C1(P(C2C=CC=CC=2)C2C=CC=CC=2)C=CC=CC=1. (2) Given the product [F:43][C:2]([F:1])([F:42])[C:3]1[CH:4]=[C:5]([C:13]([CH3:41])([CH3:40])[C:14]([N:16]([C:18]2[CH:19]=[N:20][C:21]([S:31]([C:32]3[CH:37]=[CH:36][CH:35]=[C:34]([O:38][CH3:39])[CH:33]=3)=[O:52])=[CH:22][C:23]=2[C:24]2[CH:29]=[CH:28][CH:27]=[CH:26][C:25]=2[CH3:30])[CH3:17])=[O:15])[CH:6]=[C:7]([C:9]([F:11])([F:12])[F:10])[CH:8]=1, predict the reactants needed to synthesize it. The reactants are: [F:1][C:2]([F:43])([F:42])[C:3]1[CH:4]=[C:5]([C:13]([CH3:41])([CH3:40])[C:14]([N:16]([C:18]2[CH:19]=[N:20][C:21]([S:31][C:32]3[CH:37]=[CH:36][CH:35]=[C:34]([O:38][CH3:39])[CH:33]=3)=[CH:22][C:23]=2[C:24]2[CH:29]=[CH:28][CH:27]=[CH:26][C:25]=2[CH3:30])[CH3:17])=[O:15])[CH:6]=[C:7]([C:9]([F:12])([F:11])[F:10])[CH:8]=1.ClC1C=CC=C(C(OO)=[O:52])C=1. (3) Given the product [NH2:61][C:60]1[CH:62]=[CH:63][C:57]([S:54]([CH:51]2[CH2:53][CH2:52]2)(=[O:55])=[O:56])=[C:58]([CH2:64][N:65]([CH3:66])[C:45]([CH:46]([NH:17][C:18]2[CH:19]=[C:20]3[C:25](=[CH:26][C:27]=2[F:67])[C:24]([N:28]([C:29]([O:31][C:32]([CH3:35])([CH3:34])[CH3:33])=[O:30])[C:36](=[O:37])[O:38][C:39]([CH3:41])([CH3:42])[CH3:40])=[N:23][CH:22]=[CH:21]3)[C:3]2[CH:4]=[C:5]([O:12][CH3:13])[C:6]([C@@H:8]([CH3:11])[CH2:9][OH:10])=[CH:7][C:2]=2[F:1])=[O:49])[CH:59]=1, predict the reactants needed to synthesize it. The reactants are: [F:1][C:2]1[CH:7]=[C:6]([C@@H:8]([CH3:11])[CH2:9][OH:10])[C:5]([O:12][CH3:13])=[CH:4][C:3]=1B(O)O.[NH2:17][C:18]1[CH:19]=[C:20]2[C:25](=[CH:26][CH:27]=1)[C:24]([N:28]([C:36]([O:38][C:39]([CH3:42])([CH3:41])[CH3:40])=[O:37])[C:29]([O:31][C:32]([CH3:35])([CH3:34])[CH3:33])=[O:30])=[N:23][CH:22]=[C:21]2F.O.[C:45]([OH:49])(=O)[CH:46]=O.Cl.[CH:51]1([S:54]([C:57]2[CH:63]=[CH:62][C:60]([NH2:61])=[CH:59][C:58]=2[CH2:64][NH:65][CH3:66])(=[O:56])=[O:55])[CH2:53][CH2:52]1.[F:67][P-](F)(F)(F)(F)F.N1(O[P+](N(C)C)(N(C)C)N(C)C)C2C=CC=CC=2N=N1. (4) Given the product [Cl:19][C:11]1[C:12]([O:17][CH3:18])=[CH:13][C:14]([O:15][CH3:16])=[C:9]([Cl:8])[C:10]=1[NH:20][C:21](=[O:48])[N:22]([C:24]1[N:29]=[CH:28][N:27]=[C:26]([NH:30][C:31]2[CH:36]=[CH:35][C:34]([CH:37]3[CH2:42][CH2:41][N:40]([CH2:2][CH3:4])[CH2:39][CH2:38]3)=[CH:33][C:32]=2[NH:43][C:44](=[O:47])[CH:45]=[CH2:46])[CH:25]=1)[CH3:23], predict the reactants needed to synthesize it. The reactants are: O[C:2]([C:4](F)(F)F)=O.[Cl:8][C:9]1[C:14]([O:15][CH3:16])=[CH:13][C:12]([O:17][CH3:18])=[C:11]([Cl:19])[C:10]=1[NH:20][C:21](=[O:48])[N:22]([C:24]1[N:29]=[CH:28][N:27]=[C:26]([NH:30][C:31]2[CH:36]=[CH:35][C:34]([CH:37]3[CH2:42][CH2:41][NH:40][CH2:39][CH2:38]3)=[CH:33][C:32]=2[NH:43][C:44](=[O:47])[CH:45]=[CH2:46])[CH:25]=1)[CH3:23].CC([O-])=O.[Na+].C(=O)C.[BH3-]C#N.[Na+]. (5) Given the product [C:3]([Si:7]([CH3:23])([CH3:22])[O:8][C:9]1[CH:19]=[CH:18][C:12]([O:13][CH2:14][CH:15]([O:17][C:33](=[S:34])[NH:32][CH2:24][CH2:25][C:26]2[CH:31]=[CH:30][CH:29]=[CH:28][CH:27]=2)[CH3:16])=[CH:11][C:10]=1[O:20][CH3:21])([CH3:6])([CH3:5])[CH3:4], predict the reactants needed to synthesize it. The reactants are: [H-].[Na+].[C:3]([Si:7]([CH3:23])([CH3:22])[O:8][C:9]1[CH:19]=[CH:18][C:12]([O:13][CH2:14][CH:15]([OH:17])[CH3:16])=[CH:11][C:10]=1[O:20][CH3:21])([CH3:6])([CH3:5])[CH3:4].[CH2:24]([N:32]=[C:33]=[S:34])[CH2:25][C:26]1[CH:31]=[CH:30][CH:29]=[CH:28][CH:27]=1. (6) Given the product [Cl:3][C:4]1[CH:5]=[C:6]([CH:17]=[CH:18][C:19]=1[Cl:20])[O:7][C:8]1[CH:13]=[CH:12][C:11]([CH2:14][O:15][C:22]2[CH:23]=[C:24]3[N:31]([C:32]([O:34][C:35]([CH3:38])([CH3:37])[CH3:36])=[O:33])[CH2:30][CH2:29][N:25]3[C:26](=[O:28])[N:27]=2)=[CH:10][C:9]=1[F:16], predict the reactants needed to synthesize it. The reactants are: [H-].[Na+].[Cl:3][C:4]1[CH:5]=[C:6]([CH:17]=[CH:18][C:19]=1[Cl:20])[O:7][C:8]1[CH:13]=[CH:12][C:11]([CH2:14][OH:15])=[CH:10][C:9]=1[F:16].Cl[C:22]1[CH:23]=[C:24]2[N:31]([C:32]([O:34][C:35]([CH3:38])([CH3:37])[CH3:36])=[O:33])[CH2:30][CH2:29][N:25]2[C:26](=[O:28])[N:27]=1. (7) Given the product [CH3:15][C@H:4]1[C@H:3]([CH3:16])[C@@H:2]([NH:1][C:18]2[CH:23]=[N:22][C:21]([CH3:24])=[CH:20][N:19]=2)[C:11]2[C:6](=[CH:7][CH:8]=[CH:9][CH:10]=2)[N:5]1[C:12](=[O:14])[CH3:13], predict the reactants needed to synthesize it. The reactants are: [NH2:1][C@H:2]1[C:11]2[C:6](=[CH:7][CH:8]=[CH:9][CH:10]=2)[N:5]([C:12](=[O:14])[CH3:13])[C@@H:4]([CH3:15])[C@@H:3]1[CH3:16].Br[C:18]1[CH:23]=[N:22][C:21]([CH3:24])=[CH:20][N:19]=1.CN(C1C(C2C(P(C3CCCCC3)C3CCCCC3)=CC=CC=2)=CC=CC=1)C. (8) Given the product [Cl:11][C:12]1[S:13][C:14]([Cl:31])=[CH:15][C:16]=1/[CH:17]=[C:18](\[C:24]1[CH:29]=[CH:28][C:27]([F:30])=[CH:26][CH:25]=1)/[CH2:19][OH:20], predict the reactants needed to synthesize it. The reactants are: [H-].C([Al+]CC(C)C)C(C)C.[Cl:11][C:12]1[S:13][C:14]([Cl:31])=[CH:15][C:16]=1[CH:17]=[C:18]([C:24]1[CH:29]=[CH:28][C:27]([F:30])=[CH:26][CH:25]=1)[C:19](OCC)=[O:20].CO. (9) Given the product [C:13]([O:12][C:10]([N:17]1[CH2:22][CH2:21][CH:20]([NH:9][CH:7]([C:2]2[CH:3]=[CH:4][CH:5]=[CH:6][N:1]=2)[CH3:8])[CH2:19][CH2:18]1)=[O:11])([CH3:16])([CH3:14])[CH3:15], predict the reactants needed to synthesize it. The reactants are: [N:1]1[CH:6]=[CH:5][CH:4]=[CH:3][C:2]=1[CH:7]([NH2:9])[CH3:8].[C:10]([N:17]1[CH2:22][CH2:21][C:20](=O)[CH2:19][CH2:18]1)([O:12][C:13]([CH3:16])([CH3:15])[CH3:14])=[O:11].[BH-](OC(C)=O)(OC(C)=O)OC(C)=O.[Na+].